This data is from NCI-60 drug combinations with 297,098 pairs across 59 cell lines. The task is: Regression. Given two drug SMILES strings and cell line genomic features, predict the synergy score measuring deviation from expected non-interaction effect. (1) Drug 1: CC1CCC2CC(C(=CC=CC=CC(CC(C(=O)C(C(C(=CC(C(=O)CC(OC(=O)C3CCCCN3C(=O)C(=O)C1(O2)O)C(C)CC4CCC(C(C4)OC)O)C)C)O)OC)C)C)C)OC. Drug 2: C1CC(=O)NC(=O)C1N2C(=O)C3=CC=CC=C3C2=O. Cell line: HT29. Synergy scores: CSS=15.8, Synergy_ZIP=-1.29, Synergy_Bliss=1.38, Synergy_Loewe=-18.1, Synergy_HSA=1.19. (2) Drug 1: CC(C1=C(C=CC(=C1Cl)F)Cl)OC2=C(N=CC(=C2)C3=CN(N=C3)C4CCNCC4)N. Drug 2: CCN(CC)CCNC(=O)C1=C(NC(=C1C)C=C2C3=C(C=CC(=C3)F)NC2=O)C. Cell line: SN12C. Synergy scores: CSS=9.77, Synergy_ZIP=-2.66, Synergy_Bliss=0.277, Synergy_Loewe=1.83, Synergy_HSA=1.93. (3) Drug 1: CN1CCC(CC1)COC2=C(C=C3C(=C2)N=CN=C3NC4=C(C=C(C=C4)Br)F)OC. Drug 2: CNC(=O)C1=NC=CC(=C1)OC2=CC=C(C=C2)NC(=O)NC3=CC(=C(C=C3)Cl)C(F)(F)F. Cell line: NCI-H322M. Synergy scores: CSS=18.8, Synergy_ZIP=-8.86, Synergy_Bliss=-11.4, Synergy_Loewe=-14.9, Synergy_HSA=-10.2. (4) Drug 1: CCCS(=O)(=O)NC1=C(C(=C(C=C1)F)C(=O)C2=CNC3=C2C=C(C=N3)C4=CC=C(C=C4)Cl)F. Synergy scores: CSS=-1.65, Synergy_ZIP=0.676, Synergy_Bliss=-0.627, Synergy_Loewe=-3.25, Synergy_HSA=-2.20. Cell line: PC-3. Drug 2: CCN(CC)CCNC(=O)C1=C(NC(=C1C)C=C2C3=C(C=CC(=C3)F)NC2=O)C. (5) Drug 1: CC(C)CN1C=NC2=C1C3=CC=CC=C3N=C2N. Drug 2: C(CN)CNCCSP(=O)(O)O. Cell line: SR. Synergy scores: CSS=1.34, Synergy_ZIP=4.66, Synergy_Bliss=3.17, Synergy_Loewe=1.77, Synergy_HSA=-1.80. (6) Drug 1: COC1=C(C=C2C(=C1)N=CN=C2NC3=CC(=C(C=C3)F)Cl)OCCCN4CCOCC4. Drug 2: CC(C)NC(=O)C1=CC=C(C=C1)CNNC.Cl. Cell line: ACHN. Synergy scores: CSS=46.6, Synergy_ZIP=1.70, Synergy_Bliss=2.02, Synergy_Loewe=-15.5, Synergy_HSA=3.21. (7) Drug 1: CC12CCC3C(C1CCC2O)C(CC4=C3C=CC(=C4)O)CCCCCCCCCS(=O)CCCC(C(F)(F)F)(F)F. Drug 2: CC(C)NC(=O)C1=CC=C(C=C1)CNNC.Cl. Cell line: SNB-19. Synergy scores: CSS=-2.16, Synergy_ZIP=2.60, Synergy_Bliss=1.90, Synergy_Loewe=-0.724, Synergy_HSA=-1.27.